The task is: Predict the product of the given reaction.. This data is from Forward reaction prediction with 1.9M reactions from USPTO patents (1976-2016). (1) Given the reactants [CH2:1]([CH:8]1[CH2:13][C:12]([N:20]([CH3:22])[CH3:21])([C:14]2[CH:19]=[CH:18][CH:17]=[CH:16][CH:15]=2)[CH2:11][CH2:10][C:9]1=O)[C:2]1[CH:7]=[CH:6][CH:5]=[CH:4][CH:3]=1.[NH2:24][CH2:25][CH2:26][C:27]1[C:35]2[C:30](=[CH:31][CH:32]=[CH:33][CH:34]=2)[NH:29][CH:28]=1.FC(F)(F)C(O)=O.[OH-].[Na+], predict the reaction product. The product is: [CH2:1]([CH:8]1[C:9]2([C:28]3[NH:29][C:30]4[C:35]([C:27]=3[CH2:26][CH2:25][NH:24]2)=[CH:34][CH:33]=[CH:32][CH:31]=4)[CH2:10][CH2:11][C:12]([C:14]2[CH:19]=[CH:18][CH:17]=[CH:16][CH:15]=2)([N:20]([CH3:22])[CH3:21])[CH2:13]1)[C:2]1[CH:7]=[CH:6][CH:5]=[CH:4][CH:3]=1. (2) Given the reactants Br[C:2]1[S:3][C:4]([C:7]([C:10]2[CH:15]=[C:14]([N+:16]([O-:18])=[O:17])[CH:13]=[C:12]([Cl:19])[CH:11]=2)([CH3:9])[CH3:8])=[CH:5][CH:6]=1.[C:20]([Cu])#[N:21], predict the reaction product. The product is: [Cl:19][C:12]1[CH:11]=[C:10]([C:7]([C:4]2[S:3][C:2]([C:20]#[N:21])=[CH:6][CH:5]=2)([CH3:9])[CH3:8])[CH:15]=[C:14]([N+:16]([O-:18])=[O:17])[CH:13]=1. (3) Given the reactants [NH2:1][C:2]1[CH:3]=[CH:4][C:5]2[C:11](=[O:12])[C:10]3[CH:13]=[CH:14][C:15]([N+:17]([O-:19])=[O:18])=[CH:16][C:9]=3[CH2:8][O:7][C:6]=2[CH:20]=1.Br[C:22]1[CH:27]=[CH:26][C:25]([F:28])=[CH:24][C:23]=1[N+:29]([O-:31])=[O:30].C1(P(C2CCCCC2)C2C=CC=CC=2C2C(C(C)C)=CC(C(C)C)=CC=2C(C)C)CCCCC1.CC([O-])(C)C.[K+], predict the reaction product. The product is: [F:28][C:25]1[CH:26]=[CH:27][C:22]([NH:1][C:2]2[CH:3]=[CH:4][C:5]3[C:11](=[O:12])[C:10]4[CH:13]=[CH:14][C:15]([N+:17]([O-:19])=[O:18])=[CH:16][C:9]=4[CH2:8][O:7][C:6]=3[CH:20]=2)=[C:23]([N+:29]([O-:31])=[O:30])[CH:24]=1. (4) Given the reactants CN1C=C(CN(C)C(C2N(C3C=CC(F)=CC=3)C(S)=NC=2)=O)C(C)=N1.[F:26][C:27]1[CH:32]=[CH:31][C:30]([N:33]2[C:37]([C:38]([O:40]CC)=[O:39])=[CH:36][N:35]=[CH:34]2)=[CH:29][CH:28]=1.[OH-].[Li+].C1COCC1, predict the reaction product. The product is: [F:26][C:27]1[CH:28]=[CH:29][C:30]([N:33]2[C:37]([C:38]([OH:40])=[O:39])=[CH:36][N:35]=[CH:34]2)=[CH:31][CH:32]=1. (5) The product is: [Si:1]([O:8][C:9]1[CH:10]=[C:11]([CH:14]=[C:15]([O:17][Si:18]([C:21]([CH3:24])([CH3:23])[CH3:22])([CH3:19])[CH3:20])[CH:16]=1)[CH2:12][NH:26][C:27]([CH3:34])([CH3:33])[C:28]([O:30][CH2:31][CH3:32])=[O:29])([C:4]([CH3:6])([CH3:5])[CH3:7])([CH3:3])[CH3:2]. Given the reactants [Si:1]([O:8][C:9]1[CH:10]=[C:11]([CH:14]=[C:15]([O:17][Si:18]([C:21]([CH3:24])([CH3:23])[CH3:22])([CH3:20])[CH3:19])[CH:16]=1)[CH:12]=O)([C:4]([CH3:7])([CH3:6])[CH3:5])([CH3:3])[CH3:2].Cl.[NH2:26][C:27]([CH3:34])([CH3:33])[C:28]([O:30][CH2:31][CH3:32])=[O:29], predict the reaction product. (6) Given the reactants [CH3:1][C:2]1[C:6]2[N:7]=[CH:8][CH:9]=[CH:10][C:5]=2[O:4][N:3]=1.[OH:11][C:12]1C=NC=CC=1OC.NO, predict the reaction product. The product is: [CH3:1][C:2]1[C:6]2[N:7]=[CH:8][CH:9]=[C:10]([O:11][CH3:12])[C:5]=2[O:4][N:3]=1. (7) Given the reactants [C:1]([OH:13])(=[O:12])[CH2:2][C:3]([CH2:8][C:9]([OH:11])=[O:10])([C:5]([OH:7])=[O:6])[OH:4].O=[Al-:15]=O.[Na+], predict the reaction product. The product is: [C:1]([O-:13])(=[O:12])[CH2:2][C:3]([CH2:8][C:9]([O-:11])=[O:10])([C:5]([O-:7])=[O:6])[OH:4].[Al+3:15]. (8) The product is: [NH2:34][C:15]1[N:16]([C:25]2[CH:30]=[CH:29][CH:28]=[C:27]([N+:31]([O-:33])=[O:32])[CH:26]=2)[C:17](=[O:24])[N:18]([CH2:21][CH2:22][CH3:23])[C:19](=[O:20])[C:14]=1[C:13]1[N:9]([C:6]2[CH:5]=[CH:4][C:3]([C:1]#[N:2])=[CH:8][CH:7]=2)[N:10]=[CH:11][CH:12]=1. Given the reactants [C:1]([C:3]1[CH:8]=[CH:7][C:6]([N:9]2[C:13]([C:14]3[C:19](=[O:20])[N:18]([CH2:21][CH2:22][CH3:23])[C:17](=[O:24])[N:16]([C:25]4[CH:30]=[CH:29][CH:28]=[C:27]([N+:31]([O-:33])=[O:32])[CH:26]=4)[C:15]=3[N:34]=CN(C)C)=[CH:12][CH:11]=[N:10]2)=[CH:5][CH:4]=1)#[N:2].Cl, predict the reaction product. (9) Given the reactants [OH:1][CH2:2][CH2:3][CH:4]1[CH2:9][CH2:8][N:7]([C:10]([O:12][C:13]([CH3:16])([CH3:15])[CH3:14])=[O:11])[CH2:6][CH2:5]1.[CH3:17][S:18](Cl)(=[O:20])=[O:19], predict the reaction product. The product is: [CH3:17][S:18]([O:1][CH2:2][CH2:3][CH:4]1[CH2:5][CH2:6][N:7]([C:10]([O:12][C:13]([CH3:16])([CH3:15])[CH3:14])=[O:11])[CH2:8][CH2:9]1)(=[O:20])=[O:19]. (10) Given the reactants [CH:1]([C:4]1[N:5]=[C:6]([CH2:9][CH2:10][C:11]2[CH:25]=[CH:24][N:14]3[C:15](=[O:23])[C:16]([C:19](OC)=[O:20])=[CH:17][N:18]=[C:13]3[CH:12]=2)[S:7][CH:8]=1)([CH3:3])[CH3:2].[NH3:26], predict the reaction product. The product is: [CH:1]([C:4]1[N:5]=[C:6]([CH2:9][CH2:10][C:11]2[CH:25]=[CH:24][N:14]3[C:15](=[O:23])[C:16]([C:19]([NH2:26])=[O:20])=[CH:17][N:18]=[C:13]3[CH:12]=2)[S:7][CH:8]=1)([CH3:3])[CH3:2].